This data is from Full USPTO retrosynthesis dataset with 1.9M reactions from patents (1976-2016). The task is: Predict the reactants needed to synthesize the given product. (1) Given the product [Cl:3][C:4]1[C:9]([N:10]([CH3:32])[S:11]([CH2:14][CH3:15])(=[O:12])=[O:13])=[CH:8][C:7]([C:16]2[CH:17]=[C:18]3[C:23](=[CH:24][CH:25]=2)[N:22]=[CH:21][N:20]=[C:19]3[N:26]2[CH2:31][CH2:30][O:29][CH2:28][CH2:27]2)=[CH:6][N:5]=1, predict the reactants needed to synthesize it. The reactants are: [H-].[Na+].[Cl:3][C:4]1[C:9]([NH:10][S:11]([CH2:14][CH3:15])(=[O:13])=[O:12])=[CH:8][C:7]([C:16]2[CH:17]=[C:18]3[C:23](=[CH:24][CH:25]=2)[N:22]=[CH:21][N:20]=[C:19]3[N:26]2[CH2:31][CH2:30][O:29][CH2:28][CH2:27]2)=[CH:6][N:5]=1.[CH3:32]I. (2) Given the product [CH3:13][O:14][C:15](=[O:23])[C:16]1[CH:21]=[CH:20][C:19]([O:22][CH2:2][C:3]2[CH:12]=[CH:11][C:10]3[C:5](=[CH:6][CH:7]=[CH:8][CH:9]=3)[N:4]=2)=[CH:18][CH:17]=1, predict the reactants needed to synthesize it. The reactants are: Cl[CH2:2][C:3]1[CH:12]=[CH:11][C:10]2[C:5](=[CH:6][CH:7]=[CH:8][CH:9]=2)[N:4]=1.[CH3:13][O:14][C:15](=[O:23])[C:16]1[CH:21]=[CH:20][C:19]([OH:22])=[CH:18][CH:17]=1.C(=O)([O-])[O-].[K+].[K+].[OH-].[Na+]. (3) Given the product [F:21][C:18]1[CH:19]=[CH:20][C:15]([C:7]2[CH:8]=[C:3]([CH:4]=[CH:5][C:6]=2[O:12][CH3:13])[CH:1]=[O:2])=[CH:16][C:17]=1[S:22]([CH3:25])(=[O:23])=[O:24], predict the reactants needed to synthesize it. The reactants are: [CH:1]([C:3]1[CH:4]=[CH:5][C:6]([O:12][CH3:13])=[C:7](B(O)O)[CH:8]=1)=[O:2].Br[C:15]1[CH:20]=[CH:19][C:18]([F:21])=[C:17]([S:22]([CH3:25])(=[O:24])=[O:23])[CH:16]=1.C([O-])([O-])=O.[K+].[K+]. (4) Given the product [CH3:1][O:2][C:3]1[CH:30]=[CH:29][C:6]([CH2:7][NH:8][C:9]([C:11]2([CH2:24][CH2:25][CH2:26][CH2:27][N:44]3[CH2:45][CH2:46][N:41]([C:33]4[N:32]([CH3:31])[C:36]5[CH:37]=[CH:38][CH:39]=[CH:40][C:35]=5[N:34]=4)[CH2:42][CH2:43]3)[C:23]3[CH:22]=[CH:21][CH:20]=[CH:19][C:18]=3[C:17]3[C:12]2=[CH:13][CH:14]=[CH:15][CH:16]=3)=[O:10])=[CH:5][CH:4]=1, predict the reactants needed to synthesize it. The reactants are: [CH3:1][O:2][C:3]1[CH:30]=[CH:29][C:6]([CH2:7][NH:8][C:9]([C:11]2([CH2:24][CH2:25][CH2:26][CH2:27]Br)[C:23]3[CH:22]=[CH:21][CH:20]=[CH:19][C:18]=3[C:17]3[C:12]2=[CH:13][CH:14]=[CH:15][CH:16]=3)=[O:10])=[CH:5][CH:4]=1.[CH3:31][N:32]1[C:36]2[CH:37]=[CH:38][CH:39]=[CH:40][C:35]=2[N:34]=[C:33]1[N:41]1[CH2:46][CH2:45][NH:44][CH2:43][CH2:42]1. (5) Given the product [N:8]1[C:9]2[C:4](=[CH:3][CH:2]=[CH:11][CH:10]=2)[CH:5]=[CH:6][CH:7]=1, predict the reactants needed to synthesize it. The reactants are: Br[C:2]1[CH:3]=[C:4]2[C:9](=[CH:10][CH:11]=1)[N:8]=[C:7](C)[CH:6]=[C:5]2Cl.C(N1CCC(O)CC1)C1C=CC=CC=1.[H-].[Na+].O. (6) Given the product [CH3:1][C:2]1([CH3:12])[C@H:7]2[CH2:8][C@@H:3]1[CH2:4][CH:5]=[C:6]2[CH2:9][CH2:10][O:11][CH2:16][C:17]([OH:19])=[O:18], predict the reactants needed to synthesize it. The reactants are: [CH3:1][C:2]1([CH3:12])[CH:7]2[CH2:8][CH:3]1[CH2:4][CH:5]=[C:6]2[CH2:9][CH2:10][OH:11].[H-].[Na+].Cl[CH2:16][C:17]([OH:19])=[O:18].[OH-].[Na+].